The task is: Predict the product of the given reaction.. This data is from Forward reaction prediction with 1.9M reactions from USPTO patents (1976-2016). (1) The product is: [CH2:13]([N:20]([C:50]([O:52][C:53]([CH3:56])([CH3:55])[CH3:54])=[O:51])[NH:21][C:22](=[O:49])[C:23](=[O:48])[CH:24]([NH:32][C:33]([C@H:35]1[CH2:39][CH2:38][C:37](=[O:40])[N:36]1[CH2:41][C:42]1[CH:43]=[CH:44][CH:45]=[CH:46][CH:47]=1)=[O:34])[CH2:25][C:26]1[CH:31]=[CH:30][CH:29]=[CH:28][CH:27]=1)[C:14]1[CH:19]=[CH:18][CH:17]=[CH:16][CH:15]=1. Given the reactants I(C1C=CC=CC=1C(O)=O)(=O)=O.[CH2:13]([N:20]([C:50]([O:52][C:53]([CH3:56])([CH3:55])[CH3:54])=[O:51])[NH:21][C:22](=[O:49])[CH:23]([OH:48])[CH:24]([NH:32][C:33]([C@H:35]1[CH2:39][CH2:38][C:37](=[O:40])[N:36]1[CH2:41][C:42]1[CH:47]=[CH:46][CH:45]=[CH:44][CH:43]=1)=[O:34])[CH2:25][C:26]1[CH:31]=[CH:30][CH:29]=[CH:28][CH:27]=1)[C:14]1[CH:19]=[CH:18][CH:17]=[CH:16][CH:15]=1.C([O-])(O)=O.[Na+].O, predict the reaction product. (2) Given the reactants C[O:2][C:3]([CH:5]1[CH2:7][CH:6]1[C:8]1[CH:13]=[C:12]([F:14])[C:11]([O:15][CH2:16][C:17]2[C:18]([S:23][CH2:24][CH:25]3[CH2:27][CH2:26]3)=[N:19][CH:20]=[CH:21][CH:22]=2)=[C:10]([F:28])[CH:9]=1)=[O:4].[OH-].[Na+], predict the reaction product. The product is: [CH:25]1([CH2:24][S:23][C:18]2[C:17]([CH2:16][O:15][C:11]3[C:12]([F:14])=[CH:13][C:8]([CH:6]4[CH2:7][CH:5]4[C:3]([OH:4])=[O:2])=[CH:9][C:10]=3[F:28])=[CH:22][CH:21]=[CH:20][N:19]=2)[CH2:27][CH2:26]1.